From a dataset of Forward reaction prediction with 1.9M reactions from USPTO patents (1976-2016). Predict the product of the given reaction. (1) Given the reactants Cl.[CH3:2][N:3]([CH3:21])[CH2:4][CH:5]([C:14]1([OH:20])[CH2:19][CH2:18][CH2:17][CH2:16][CH2:15]1)[C:6]1[CH:11]=[CH:10][C:9]([O:12][CH3:13])=[CH:8][CH:7]=1.[C:22]([Cl:36])(=[O:35])[CH2:23][CH2:24][CH2:25][CH2:26][CH2:27][CH2:28][CH2:29][CH2:30][CH2:31][CH2:32][CH2:33][CH3:34].C(N(CC)CC)C.C1COCC1, predict the reaction product. The product is: [ClH:36].[C:22]([O:20][C:14]1([CH:5]([C:6]2[CH:11]=[CH:10][C:9]([O:12][CH3:13])=[CH:8][CH:7]=2)[CH2:4][N:3]([CH3:2])[CH3:21])[CH2:15][CH2:16][CH2:17][CH2:18][CH2:19]1)(=[O:35])[CH2:23][CH2:24][CH2:25][CH2:26][CH2:27][CH2:28][CH2:29][CH2:30][CH2:31][CH2:32][CH2:33][CH3:34]. (2) Given the reactants [C:1]([C:3]1[C:12]2[C:7](=[CH:8][CH:9]=[C:10]([O:13][C:14]3[CH:19]=[CH:18][CH:17]=[CH:16][CH:15]=3)[CH:11]=2)[C:6]([OH:20])=[C:5]([C:21](OC)=[O:22])[N:4]=1)#[N:2].[NH2:25][C@@H:26]([CH2:31][OH:32])[CH2:27][C:28]([OH:30])=[O:29].C[O-].[Na+], predict the reaction product. The product is: [C:1]([C:3]1[C:12]2[C:7](=[CH:8][CH:9]=[C:10]([O:13][C:14]3[CH:15]=[CH:16][CH:17]=[CH:18][CH:19]=3)[CH:11]=2)[C:6]([OH:20])=[C:5]([C:21]([NH:25][C@@H:26]([CH2:31][OH:32])[CH2:27][C:28]([OH:30])=[O:29])=[O:22])[N:4]=1)#[N:2].